From a dataset of Full USPTO retrosynthesis dataset with 1.9M reactions from patents (1976-2016). Predict the reactants needed to synthesize the given product. (1) Given the product [NH2:19][C:10]1[C:9]2[N:8]=[C:7]([CH2:20][CH2:21][O:22][CH3:23])[N:6]([CH2:5][CH2:4][CH2:3][CH2:2][NH:1][S:31]([C:28]3[CH:29]=[CH:30][C:25]([F:24])=[CH:26][CH:27]=3)(=[O:33])=[O:32])[C:18]=2[C:17]2[CH2:16][CH2:15][CH2:14][CH2:13][C:12]=2[N:11]=1, predict the reactants needed to synthesize it. The reactants are: [NH2:1][CH2:2][CH2:3][CH2:4][CH2:5][N:6]1[C:18]2[C:17]3[CH2:16][CH2:15][CH2:14][CH2:13][C:12]=3[N:11]=[C:10]([NH2:19])[C:9]=2[N:8]=[C:7]1[CH2:20][CH2:21][O:22][CH3:23].[F:24][C:25]1[CH:30]=[CH:29][C:28]([S:31](Cl)(=[O:33])=[O:32])=[CH:27][CH:26]=1. (2) The reactants are: [Cl:1][C:2]1[CH:7]=[CH:6][C:5]([C:8]([F:11])([F:10])[F:9])=[CH:4][C:3]=1[N:12]([S:24]([C:27]1[CH:32]=[CH:31][C:30](C)=[CH:29][CH:28]=1)(=[O:26])=[O:25])[CH2:13][C:14]([NH:16][CH2:17][C:18]1[CH:23]=[CH:22][N:21]=[CH:20][CH:19]=1)=[O:15].[C:34]1(S(Cl)(=O)=O)C=CC=CC=1.CC1C=CC(S(Cl)(=O)=O)=CC=1.CN1CCC(NC)CC1.NCC1C=CN=CC=1. Given the product [Cl:1][C:2]1[CH:7]=[CH:6][C:5]([C:8]([F:9])([F:10])[F:11])=[CH:4][C:3]=1[N:12]([CH2:13][C:14]([NH:16][CH2:17][CH:18]1[CH2:23][CH2:22][N:21]([CH3:34])[CH2:20][CH2:19]1)=[O:15])[S:24]([C:27]1[CH:32]=[CH:31][CH:30]=[CH:29][CH:28]=1)(=[O:25])=[O:26], predict the reactants needed to synthesize it. (3) Given the product [CH2:20]1[N:25]([CH2:14][C:11]2[C:10]([C:16]([F:19])([F:18])[F:17])=[CH:9][C:3]([C:4]([O:6][CH2:7][CH3:8])=[O:5])=[C:2]([NH2:1])[C:12]=2[Cl:13])[CH2:24][CH2:23][N:22]2[CH2:26][CH2:27][CH2:28][C@@H:21]12, predict the reactants needed to synthesize it. The reactants are: [NH2:1][C:2]1[C:12]([Cl:13])=[C:11]([CH:14]=O)[C:10]([C:16]([F:19])([F:18])[F:17])=[CH:9][C:3]=1[C:4]([O:6][CH2:7][CH3:8])=[O:5].[CH2:20]1[NH:25][CH2:24][CH2:23][N:22]2[CH2:26][CH2:27][CH2:28][C@@H:21]12.